This data is from Reaction yield outcomes from USPTO patents with 853,638 reactions. The task is: Predict the reaction yield, written as a fraction of the theoretical maximum amount of product (1.0 means a 100% yield; for example, 0.34 means a 34% yield). (1) The reactants are C[O:2][C:3](=[O:15])[CH2:4][C:5]1[CH:14]=[CH:13][CH:12]=[C:11]2[C:6]=1[CH:7]=[CH:8][N:9]=[CH:10]2.[OH-].[Na+]. The catalyst is C(O)(=O)C. The product is [CH:10]1[C:11]2[C:6](=[C:5]([CH2:4][C:3]([OH:15])=[O:2])[CH:14]=[CH:13][CH:12]=2)[CH:7]=[CH:8][N:9]=1. The yield is 0.470. (2) The reactants are Cl[C:2]1[CH:3]=[C:4]([CH:18]=[C:19]([Cl:22])[C:20]=1[OH:21])C(NC1C=CC(C(OC)=O)=CC=1)=O.[CH2:23]([Li])CCC.Cl[C:29]([O:31][CH2:32][CH3:33])=[O:30].C1C[O:37][CH2:36]C1. No catalyst specified. The product is [Cl:22][C:19]1[C:20]([O:21][CH3:23])=[CH:2][C:3]([C:29]([O:31][CH2:32][CH3:33])=[O:30])=[CH:4][C:18]=1[O:37][CH3:36]. The yield is 0.0400.